This data is from Peptide-MHC class I binding affinity with 185,985 pairs from IEDB/IMGT. The task is: Regression. Given a peptide amino acid sequence and an MHC pseudo amino acid sequence, predict their binding affinity value. This is MHC class I binding data. (1) The peptide sequence is RMMETQTST. The MHC is Mamu-A11 with pseudo-sequence Mamu-A11. The binding affinity (normalized) is 0.497. (2) The peptide sequence is FRFFGGVPR. The MHC is HLA-B27:05 with pseudo-sequence HLA-B27:05. The binding affinity (normalized) is 1.00. (3) The peptide sequence is PFMSDMSSKN. The MHC is H-2-Kb with pseudo-sequence H-2-Kb. The binding affinity (normalized) is 0. (4) The peptide sequence is FLQRTDLSY. The MHC is HLA-B07:02 with pseudo-sequence HLA-B07:02. The binding affinity (normalized) is 0.213. (5) The MHC is HLA-A02:16 with pseudo-sequence HLA-A02:16. The binding affinity (normalized) is 0.0847. The peptide sequence is RLDKPLWLH. (6) The peptide sequence is AQPKCNPNL. The binding affinity (normalized) is 0.00460. The MHC is HLA-A02:01 with pseudo-sequence HLA-A02:01. (7) The peptide sequence is TILGIGTVL. The MHC is Patr-B2401 with pseudo-sequence Patr-B2401. The binding affinity (normalized) is 0. (8) The peptide sequence is NRDVSFQDL. The MHC is HLA-A02:11 with pseudo-sequence HLA-A02:11. The binding affinity (normalized) is 0.0847. (9) The peptide sequence is RYLELGKETLL. The MHC is H-2-Kd with pseudo-sequence H-2-Kd. The binding affinity (normalized) is 0.628. (10) The peptide sequence is EDIDSVETL. The binding affinity (normalized) is 0.114. The MHC is HLA-B18:01 with pseudo-sequence HLA-B18:01.